The task is: Predict which catalyst facilitates the given reaction.. This data is from Catalyst prediction with 721,799 reactions and 888 catalyst types from USPTO. (1) Reactant: [C:1]([O:5][C:6]([N:8]1[CH2:12][C@@H:11]([CH2:13][N:14]([CH:31]([CH3:33])[CH3:32])[C:15](=[O:30])[C:16]2[CH:21]=[CH:20][C:19]([O:22][CH3:23])=[C:18]([O:24][CH2:25][CH2:26][CH2:27][O:28][CH3:29])[CH:17]=2)[C@H:10]([CH2:34][CH:35]([C:38]([O:40]CC)=[O:39])[CH2:36][CH3:37])[CH2:9]1)=[O:7])([CH3:4])([CH3:3])[CH3:2].CC#N.O. Product: [C:1]([O:5][C:6]([N:8]1[CH2:12][C@@H:11]([CH2:13][N:14]([CH:31]([CH3:32])[CH3:33])[C:15](=[O:30])[C:16]2[CH:21]=[CH:20][C:19]([O:22][CH3:23])=[C:18]([O:24][CH2:25][CH2:26][CH2:27][O:28][CH3:29])[CH:17]=2)[C@H:10]([CH2:34][CH:35]([C:38]([OH:40])=[O:39])[CH2:36][CH3:37])[CH2:9]1)=[O:7])([CH3:2])([CH3:4])[CH3:3]. The catalyst class is: 23. (2) Reactant: Br[C:2]1[N:7]=[CH:6][C:5]2[C:8]([N:14]3[CH2:17][CH:16]([C:18]([N:20]([CH3:22])[CH3:21])=[O:19])[CH2:15]3)=[N:9][N:10]([CH:11]([CH3:13])[CH3:12])[C:4]=2[CH:3]=1.C1(P(C2C=CC=CC=2)C2C3OC4C(=CC=CC=4P(C4C=CC=CC=4)C4C=CC=CC=4)C(C)(C)C=3C=CC=2)C=CC=CC=1.[CH2:65]([S:67]([N:70]1[CH:74]=[C:73]([C:75]2[N:80]=[C:79]([NH2:81])[CH:78]=[CH:77][N:76]=2)[CH:72]=[N:71]1)(=[O:69])=[O:68])[CH3:66].C(=O)([O-])[O-].[Cs+].[Cs+]. Product: [CH2:65]([S:67]([N:70]1[CH:74]=[C:73]([C:75]2[N:80]=[C:79]([NH:81][C:2]3[N:7]=[CH:6][C:5]4[C:8]([N:14]5[CH2:17][CH:16]([C:18]([N:20]([CH3:22])[CH3:21])=[O:19])[CH2:15]5)=[N:9][N:10]([CH:11]([CH3:13])[CH3:12])[C:4]=4[CH:3]=3)[CH:78]=[CH:77][N:76]=2)[CH:72]=[N:71]1)(=[O:68])=[O:69])[CH3:66]. The catalyst class is: 102.